Dataset: Full USPTO retrosynthesis dataset with 1.9M reactions from patents (1976-2016). Task: Predict the reactants needed to synthesize the given product. (1) Given the product [CH3:21][N:20]1[C:19]2[CH2:18][CH2:17][NH:16][C:15](=[O:22])[C:14]=2[CH:13]=[C:12]1[C:10]1[CH:9]=[CH:8][N:7]=[C:6]([NH:2][CH3:1])[N:11]=1, predict the reactants needed to synthesize it. The reactants are: [CH3:1][N:2]([C:6]1[N:11]=[C:10]([C:12]2[N:20]([CH3:21])[C:19]3[CH2:18][CH2:17][NH:16][C:15](=[O:22])[C:14]=3[CH:13]=2)[CH:9]=[CH:8][N:7]=1)C(=O)C.C([O-])([O-])=O.[K+].[K+]. (2) Given the product [CH3:16][C:7]1[C:6]2[CH:5]=[C:4]([C:17]#[N:18])[CH:3]=[C:2]([C:20]3[CH:25]=[CH:24][C:23]([CH3:26])=[CH:22][CH:21]=3)[C:10]=2[N:9]2[CH2:11][CH2:12][NH:13][C:14](=[O:15])[C:8]=12, predict the reactants needed to synthesize it. The reactants are: Br[C:2]1[C:10]2[N:9]3[CH2:11][CH2:12][NH:13][C:14](=[O:15])[C:8]3=[C:7]([CH3:16])[C:6]=2[CH:5]=[C:4]([C:17]#[N:18])[CH:3]=1.B(O)(O)[C:20]1[CH:21]=[CH:22][C:23]([CH3:26])=[CH:24][CH:25]=1. (3) The reactants are: [N+:1]([C:4]1[CH:12]=[CH:11][C:7]2[N:8]=[CH:9][NH:10][C:6]=2[CH:5]=1)([O-])=O.[ClH:13]. Given the product [ClH:13].[ClH:13].[NH2:1][CH:4]1[CH2:12][CH2:11][C:7]2[NH:8][CH:9]=[N:10][C:6]=2[CH2:5]1, predict the reactants needed to synthesize it. (4) The reactants are: [CH3:1][NH:2][C:3]1[C:4]([NH2:9])=[CH:5][CH:6]=[CH:7][CH:8]=1.C[Al](C)C.C(O[C:17]([C@@H:19]1[CH2:21][C@H:20]1[C:22]1[CH:27]=[C:26]([N:28]2[C:32]([CH3:33])=[N:31][C:30]([CH3:34])=[N:29]2)[N:25]=[C:24]([S:35][CH3:36])[N:23]=1)=O)C. Given the product [CH3:34][C:30]1[N:31]=[C:32]([CH3:33])[N:28]([C:26]2[N:25]=[C:24]([S:35][CH3:36])[N:23]=[C:22]([C@@H:20]3[CH2:21][C@H:19]3[C:17]3[N:2]([CH3:1])[C:3]4[CH:8]=[CH:7][CH:6]=[CH:5][C:4]=4[N:9]=3)[CH:27]=2)[N:29]=1, predict the reactants needed to synthesize it. (5) Given the product [CH2:18]([O:17][C:15]([C:4]1[N:3]([CH3:6])[CH:1]=[CH:2][N:10]=1)=[O:16])[CH3:19], predict the reactants needed to synthesize it. The reactants are: [CH2:1]([N:3]([CH2:6]C)[CH2:4]C)[CH3:2].CC1[NH:10]C=CN=1.Cl[C:15]([O:17][CH2:18][CH3:19])=[O:16].